The task is: Predict the reaction yield, written as a fraction of the theoretical maximum amount of product (1.0 means a 100% yield; for example, 0.34 means a 34% yield).. This data is from Reaction yield outcomes from USPTO patents with 853,638 reactions. The reactants are S(=O)(=O)(O)O.O.[Cl:7][C:8]1[CH:13]=[CH:12][C:11]([CH2:14][CH:15](O)[CH:16]([CH3:18])[CH3:17])=[CH:10][CH:9]=1. No catalyst specified. The product is [Cl:7][C:8]1[CH:13]=[C:12]2[C:11]([CH2:14][CH2:15][C:16]2([CH3:18])[CH3:17])=[CH:10][CH:9]=1. The yield is 0.630.